Dataset: NCI-60 drug combinations with 297,098 pairs across 59 cell lines. Task: Regression. Given two drug SMILES strings and cell line genomic features, predict the synergy score measuring deviation from expected non-interaction effect. (1) Drug 1: CC1=CC=C(C=C1)C2=CC(=NN2C3=CC=C(C=C3)S(=O)(=O)N)C(F)(F)F. Drug 2: CCCCC(=O)OCC(=O)C1(CC(C2=C(C1)C(=C3C(=C2O)C(=O)C4=C(C3=O)C=CC=C4OC)O)OC5CC(C(C(O5)C)O)NC(=O)C(F)(F)F)O. Cell line: RXF 393. Synergy scores: CSS=30.6, Synergy_ZIP=0.145, Synergy_Bliss=-0.425, Synergy_Loewe=-23.9, Synergy_HSA=-1.89. (2) Drug 1: CC12CCC3C(C1CCC2O)C(CC4=C3C=CC(=C4)O)CCCCCCCCCS(=O)CCCC(C(F)(F)F)(F)F. Drug 2: CC1C(C(CC(O1)OC2CC(CC3=C2C(=C4C(=C3O)C(=O)C5=CC=CC=C5C4=O)O)(C(=O)C)O)N)O. Cell line: HOP-92. Synergy scores: CSS=42.4, Synergy_ZIP=-1.44, Synergy_Bliss=-1.56, Synergy_Loewe=-5.53, Synergy_HSA=3.20. (3) Drug 1: CC1=C(N=C(N=C1N)C(CC(=O)N)NCC(C(=O)N)N)C(=O)NC(C(C2=CN=CN2)OC3C(C(C(C(O3)CO)O)O)OC4C(C(C(C(O4)CO)O)OC(=O)N)O)C(=O)NC(C)C(C(C)C(=O)NC(C(C)O)C(=O)NCCC5=NC(=CS5)C6=NC(=CS6)C(=O)NCCC[S+](C)C)O. Drug 2: C1=NNC2=C1C(=O)NC=N2. Cell line: NCI-H460. Synergy scores: CSS=52.6, Synergy_ZIP=0.320, Synergy_Bliss=1.31, Synergy_Loewe=-34.5, Synergy_HSA=1.31. (4) Drug 2: CCN(CC)CCCC(C)NC1=C2C=C(C=CC2=NC3=C1C=CC(=C3)Cl)OC. Cell line: NCI-H226. Drug 1: CC1=C(C=C(C=C1)NC(=O)C2=CC=C(C=C2)CN3CCN(CC3)C)NC4=NC=CC(=N4)C5=CN=CC=C5. Synergy scores: CSS=8.47, Synergy_ZIP=-2.98, Synergy_Bliss=1.44, Synergy_Loewe=-4.48, Synergy_HSA=0.952.